Dataset: Peptide-MHC class I binding affinity with 185,985 pairs from IEDB/IMGT. Task: Regression. Given a peptide amino acid sequence and an MHC pseudo amino acid sequence, predict their binding affinity value. This is MHC class I binding data. (1) The peptide sequence is SENGVVAPTL. The MHC is HLA-B18:01 with pseudo-sequence HLA-B18:01. The binding affinity (normalized) is 0.264. (2) The peptide sequence is ELKRQLADL. The MHC is HLA-B27:05 with pseudo-sequence HLA-B27:05. The binding affinity (normalized) is 0.0847. (3) The binding affinity (normalized) is 0.0847. The peptide sequence is ITRKEAEQF. The MHC is HLA-A02:16 with pseudo-sequence HLA-A02:16. (4) The peptide sequence is MPTYKHLIMF. The MHC is Patr-B1301 with pseudo-sequence Patr-B1301. The binding affinity (normalized) is 0.755. (5) The peptide sequence is LTMDREMLY. The MHC is SLA-10401 with pseudo-sequence SLA-10401. The binding affinity (normalized) is 0.0847.